This data is from Catalyst prediction with 721,799 reactions and 888 catalyst types from USPTO. The task is: Predict which catalyst facilitates the given reaction. Reactant: [C:1]1([C@H:7]2[C@@H:11]([C:12]3[CH:17]=[CH:16][CH:15]=[CH:14][CH:13]=3)[N:10]([C:18]([O:20][C:21]([CH3:24])([CH3:23])[CH3:22])=[O:19])[C:9](SC)=[N:8]2)[CH:6]=[CH:5][CH:4]=[CH:3][CH:2]=1.[CH:27]1([CH2:33][NH2:34])[CH2:32][CH2:31][CH2:30][CH2:29][CH2:28]1. Product: [C:21]([O:20][C:18]([N:10]1[C@H:11]([C:12]2[CH:17]=[CH:16][CH:15]=[CH:14][CH:13]=2)[C@H:7]([C:1]2[CH:6]=[CH:5][CH:4]=[CH:3][CH:2]=2)[N:8]=[C:9]1[NH:34][CH2:33][CH:27]1[CH2:32][CH2:31][CH2:30][CH2:29][CH2:28]1)=[O:19])([CH3:24])([CH3:23])[CH3:22]. The catalyst class is: 5.